From a dataset of Catalyst prediction with 721,799 reactions and 888 catalyst types from USPTO. Predict which catalyst facilitates the given reaction. (1) Reactant: [C:1]1([C:11]([N:13]2[CH2:18][CH2:17][N:16](C(OC(C)(C)C)=O)[CH2:15][CH2:14]2)=[O:12])[C:10]2[C:5](=[CH:6][CH:7]=[CH:8][CH:9]=2)[CH:4]=[CH:3][CH:2]=1.FC(F)(F)C(O)=O. Product: [C:1]1([C:11]([N:13]2[CH2:18][CH2:17][NH:16][CH2:15][CH2:14]2)=[O:12])[C:10]2[C:5](=[CH:6][CH:7]=[CH:8][CH:9]=2)[CH:4]=[CH:3][CH:2]=1. The catalyst class is: 4. (2) Reactant: [F:1][C:2]1[C:7]([NH:8][NH2:9])=[CH:6][CH:5]=[CH:4][N:3]=1.C(=O)([O-])[O-].[Na+].[Na+].[C:16](OCC)(=[O:24])[C:17]#[C:18][C:19]([O:21][CH2:22][CH3:23])=[O:20].Cl. Product: [F:1][C:2]1[C:7]([N:8]2[C:16]([OH:24])=[CH:17][C:18]([C:19]([O:21][CH2:22][CH3:23])=[O:20])=[N:9]2)=[CH:6][CH:5]=[CH:4][N:3]=1. The catalyst class is: 8. (3) Reactant: [CH3:1][C:2]1[CH:7]=[C:6]([N+:8]([O-])=O)[CH:5]=[C:4]([CH3:11])[N+:3]=1[O-]. Product: [CH3:1][C:2]1[CH:7]=[C:6]([NH2:8])[CH:5]=[C:4]([CH3:11])[N:3]=1. The catalyst class is: 409. (4) Reactant: [C:1]([C:4]1[CH:5]=[C:6]([O:18]S(C(F)(F)F)(=O)=O)[CH:7]=[C:8]([O:10][S:11]([C:14]([F:17])([F:16])[F:15])(=[O:13])=[O:12])[CH:9]=1)(=[O:3])[CH3:2].C(=O)([O-])[O-].[Cs+].[Cs+]. Product: [C:1]([C:4]1[CH:9]=[C:8]([O:10][S:11]([C:14]([F:17])([F:15])[F:16])(=[O:13])=[O:12])[CH:7]=[C:6]([OH:18])[CH:5]=1)(=[O:3])[CH3:2]. The catalyst class is: 57. (5) Reactant: [OH:1][N:2]=[C:3](Cl)[C:4]1[CH:9]=[CH:8][CH:7]=[CH:6][CH:5]=1.[Cl:11][C:12]1[C:21]2[N:22]=[C:23]([CH2:30][O:31][CH2:32][CH3:33])[N:24]([CH2:25][CH2:26][CH2:27][C:28]#[CH:29])[C:20]=2[C:19]2[CH:18]=[CH:17][CH:16]=[CH:15][C:14]=2[N:13]=1.C(N(CC)CC)C. Product: [Cl:11][C:12]1[C:21]2[N:22]=[C:23]([CH2:30][O:31][CH2:32][CH3:33])[N:24]([CH2:25][CH2:26][CH2:27][C:28]3[O:1][N:2]=[C:3]([C:4]4[CH:9]=[CH:8][CH:7]=[CH:6][CH:5]=4)[CH:29]=3)[C:20]=2[C:19]2[CH:18]=[CH:17][CH:16]=[CH:15][C:14]=2[N:13]=1. The catalyst class is: 4. (6) Reactant: [NH2:1][CH2:2][CH:3]([OH:14])[CH2:4][O:5][C:6]1[CH:13]=[CH:12][C:9]([C:10]#[N:11])=[CH:8][CH:7]=1.O.[C:16](O[C:24]([O:26][C:27]([CH3:30])([CH3:29])[CH3:28])=[O:25])(OC(C)(C)C)=O.[Na+].[Cl-]. Product: [CH:6]([O:5][CH:4]([CH3:3])[CH3:16])([CH3:7])[CH3:13].[C:10]([C:9]1[CH:12]=[CH:13][C:6]([O:5][CH2:4][CH:3]([OH:14])[CH2:2][NH:1][C:24](=[O:25])[O:26][C:27]([CH3:28])([CH3:29])[CH3:30])=[CH:7][CH:8]=1)#[N:11]. The catalyst class is: 1. (7) Reactant: [Cl:1][C:2]1[C:7]([F:8])=[CH:6][CH:5]=[CH:4][C:3]=1[CH:9]1[CH2:14][CH2:13][N:12]([C:15]([C:17]2[C:21]3[CH2:22][N:23](C(OC(C)(C)C)=O)[CH2:24][CH2:25][C:20]=3[NH:19][N:18]=2)=[O:16])[CH2:11][CH2:10]1.Cl. Product: [ClH:1].[Cl:1][C:2]1[C:7]([F:8])=[CH:6][CH:5]=[CH:4][C:3]=1[CH:9]1[CH2:10][CH2:11][N:12]([C:15]([C:17]2[C:21]3[CH2:22][NH:23][CH2:24][CH2:25][C:20]=3[NH:19][N:18]=2)=[O:16])[CH2:13][CH2:14]1. The catalyst class is: 158.